Dataset: Experimentally validated miRNA-target interactions with 360,000+ pairs, plus equal number of negative samples. Task: Binary Classification. Given a miRNA mature sequence and a target amino acid sequence, predict their likelihood of interaction. (1) The miRNA is hsa-miR-199b-5p with sequence CCCAGUGUUUAGACUAUCUGUUC. The protein sequence of the target gene is METMASPGKDNYRMKSYKNNALNPEEMRRRREEEGIQLRKQKREQQLFKRRNVELINEEAAMFDSLLMDSYVSSTTGESVITREMVEMLFSDDSDLQLATTQKFRKLLSKEPSPPIDEVINTPGVVDRFVEFLKRNENCTLQFEAAWALTNIASGTSQQTKIVIEAGAVPIFIELLNSDFEDVQEQAVWALGNIAGDSSLCRDYVLNCSILNPLLTLLTKSTRLTMTRNAVWALSNLCRGKNPPPEFAKVSPCLPVLSRLLFSSDSDLLADACWALSYLSDGPNEKIQAVIDSGVCRRLV.... Result: 0 (no interaction). (2) The miRNA is cel-miR-56-3p with sequence UACCCGUAAUGUUUCCGCUGAG. The protein sequence of the target gene is MAAAAPGNGRASAPRLLLLFLVPLLWAPAAVRAGPDEDLSHRNKEPPAPAQQLQPQPVAVQGPEPARVEKIFTPAAPVHTNKEDPATQTNLGFIHAFVAAISVIIVSELGDKTFFIAAIMAMRYNRLTVLAGAMLALGLMTCLSVLFGYATTVIPRVYTYYVSTVLFAIFGIRMLREGLKMSPDEGQEELEEVQAELKKKDEEFQRTKLLNGPGDVETGTSITVPQKKWLHFISPIFVQALTLTFLAEWGDRSQLTTIVLAAREDPYGVAVGGTVGHCLCTGLAVIGGRMIAQKISVRTV.... Result: 0 (no interaction). (3) The miRNA is mmu-miR-692 with sequence AUCUCUUUGAGCGCCUCACUC. The protein sequence of the target gene is MGNLLKVLTREIENYPHFFLDFENAQPTEGEREIWNQISAVLQDSESILTDLQAYKGAGPEIRDAIQNPNDIQLQEKAWNAVCPLVVRLKRFYEFSIRLEKALQSLLESLTCPPYTPTQHLEREQALAKEFAEILHFTLRFDELKMRNPAIQNDFSYYRRTISRNRINNMHLDIENEVNNEMANRMSLFYAEATPMLKTLSNATMHFVSENKTLPIENTTDCLSTMTSVCKVMLETPEYRSRFTSEETLMFCMRVMVGVIILYDHVHPVGAFCKTSKIDMKGCIKVLKEQAPDSVEGLLN.... Result: 1 (interaction). (4) The miRNA is hsa-let-7c-5p with sequence UGAGGUAGUAGGUUGUAUGGUU. The protein sequence of the target gene is MAEAATPGTTATTSGAGAAAATAAAASPTPIPTVTAPSLGAGGGGGGSDGSGGGWTKQVTCRYFMHGVCKEGDNCRYSHDLSDSPYSVVCKYFQRGYCIYGDRCRYEHSKPLKQEEATATELTTKSSLAASSSLSSIVGPLVEMNTGEAESRNSNFATVGAGSEDWVNAIEFVPGQPYCGRTAPSCTEAPLQGSVTKEESEKEQTAVETKKQLCPYAAVGECRYGENCVYLHGDSCDMCGLQVLHPMDAAQRSQHIKSCIEAHEKDMELSFAVQRSKDMVCGICMEVVYEKANPSERRFG.... Result: 1 (interaction). (5) The miRNA is hsa-miR-3125 with sequence UAGAGGAAGCUGUGGAGAGA. The protein sequence of the target gene is MSISGTLSSYYVDSIISHESEDAPPAKFPSGQYASSRQPGHAEHLEFPSCSFQPKAPVFGASWAPLSPHASGSLPSVYHPYIQPQGVPPAESRYLRTWLEPAPRGEAAPGQGQAAVKAEPLLGAPGELLKQGTPEYSLETSAGREAVLSNQRPGYGDNKICEGSEDKERPDQTNPSANWLHARSSRKKRCPYTKYQTLELEKEFLFNMYLTRDRRHEVARLLNLSERQVKIWFQNRRMKMKKMNKEQGKE. Result: 0 (no interaction).